This data is from Reaction yield outcomes from USPTO patents with 853,638 reactions. The task is: Predict the reaction yield, written as a fraction of the theoretical maximum amount of product (1.0 means a 100% yield; for example, 0.34 means a 34% yield). (1) The reactants are [N+:1]([C:4]1[C:5]([NH2:15])=[CH:6][C:7]([N:10]2[CH2:14][CH2:13][CH2:12][CH2:11]2)=[N:8][CH:9]=1)([O-])=O. The catalyst is [Pd]. The product is [N:10]1([C:7]2[N:8]=[CH:9][C:4]([NH2:1])=[C:5]([NH2:15])[CH:6]=2)[CH2:14][CH2:13][CH2:12][CH2:11]1. The yield is 0.940. (2) The catalyst is C(O)C.[Fe]. The reactants are [Cl:1][C:2]1[N:3]=[C:4]2[C:15]([CH3:16])=[CH:14][CH:13]=[CH:12][N:5]2[C:6](=[O:11])[C:7]=1[N+:8]([O-])=O.[Cl-].[Cl-].[Ca+2].O. The product is [NH2:8][C:7]1[C:6](=[O:11])[N:5]2[CH:12]=[CH:13][CH:14]=[C:15]([CH3:16])[C:4]2=[N:3][C:2]=1[Cl:1]. The yield is 0.850. (3) The reactants are [C:1]([CH2:3][C:4]([O:6][C:7]([CH3:10])([CH3:9])[CH3:8])=[O:5])#[N:2].[N+:11]([C:14]1[CH:15]=[C:16]([CH:19]=[CH:20][CH:21]=1)[CH:17]=O)([O-:13])=[O:12]. The catalyst is CCO.N1CCCCC1. The product is [C:1](/[C:3](=[CH:17]\[C:16]1[CH:19]=[CH:20][CH:21]=[C:14]([N+:11]([O-:13])=[O:12])[CH:15]=1)/[C:4]([O:6][C:7]([CH3:10])([CH3:9])[CH3:8])=[O:5])#[N:2]. The yield is 0.330. (4) The catalyst is ClCCCl. The yield is 0.560. The reactants are [F:1][C:2]1[CH:14]=[C:13]([CH3:15])[C:12]([F:16])=[CH:11][C:3]=1[C:4]([NH:6][S:7]([CH3:10])(=[O:9])=[O:8])=[O:5].[Br:17]N1C(=O)CCC1=O.N(C(C)(C)C#N)=NC(C)(C)C#N. The product is [Br:17][CH2:15][C:13]1[C:12]([F:16])=[CH:11][C:3]([C:4]([NH:6][S:7]([CH3:10])(=[O:8])=[O:9])=[O:5])=[C:2]([F:1])[CH:14]=1. (5) The reactants are [F-].C([N+](CCCC)(CCCC)CCCC)CCC.C([Si](C(C)C)(C(C)C)[N:23]1[C:31]2[C:26](=[CH:27][CH:28]=[CH:29][CH:30]=2)[C:25]([CH2:32][C@H:33]([NH:37][CH2:38][CH2:39][CH3:40])[CH2:34][CH2:35][CH3:36])=[CH:24]1)(C)C.C(=O)([O-])O.[Na+].C(OCC)C. The product is [NH:23]1[C:31]2[C:26](=[CH:27][CH:28]=[CH:29][CH:30]=2)[C:25]([CH2:32][C@H:33]([NH:37][CH2:38][CH2:39][CH3:40])[CH2:34][CH2:35][CH3:36])=[CH:24]1. The yield is 0.960. The catalyst is O1CCCC1. (6) The reactants are [CH3:1][O:2][C:3](=[O:17])[C:4]1[CH:9]=[CH:8][C:7]([NH:10][CH2:11][CH2:12][OH:13])=[C:6]([N+:14]([O-])=O)[CH:5]=1. The catalyst is CO.[Pd]. The product is [CH3:1][O:2][C:3](=[O:17])[C:4]1[CH:9]=[CH:8][C:7]([NH:10][CH2:11][CH2:12][OH:13])=[C:6]([NH2:14])[CH:5]=1. The yield is 0.990. (7) The reactants are [CH2:1]1[O:16][C:15]2[C:3](=[C:4]([CH:12]=[CH:13][CH:14]=2)[CH:5]=[CH:6][C:7]([O:9]CC)=[O:8])[O:2]1.[OH-].[K+]. The catalyst is CO.O. The product is [CH2:1]1[O:16][C:15]2[C:3](=[C:4]([CH:12]=[CH:13][CH:14]=2)[CH:5]=[CH:6][C:7]([OH:9])=[O:8])[O:2]1. The yield is 0.950. (8) The reactants are Br[C:2]1[CH:3]=[C:4]([F:13])[C:5]2[O:9][C:8]([CH3:11])([CH3:10])[CH2:7][C:6]=2[CH:12]=1.C([Li])CCC.[B:19](OC(C)C)([O:24]C(C)C)[O:20]C(C)C.Cl. The catalyst is O1CCCC1. The product is [F:13][C:4]1[C:5]2[O:9][C:8]([CH3:11])([CH3:10])[CH2:7][C:6]=2[CH:12]=[C:2]([B:19]([OH:24])[OH:20])[CH:3]=1. The yield is 0.400.